The task is: Predict the product of the given reaction.. This data is from Forward reaction prediction with 1.9M reactions from USPTO patents (1976-2016). (1) Given the reactants Br[CH2:2][CH:3]1[CH2:6][CH2:5][CH2:4]1.[Mg].II.[C:10]([N:14]1[CH:18]=[C:17]([CH:19]=[O:20])/[C:16](=[N:21]/[C:22](=[O:32])[C:23]2[CH:28]=[C:27]([Cl:29])[CH:26]=[CH:25][C:24]=2[O:30][CH3:31])/[S:15]1)([CH3:13])([CH3:12])[CH3:11], predict the reaction product. The product is: [C:10]([N:14]1[CH:18]=[C:17]([CH:19]([OH:20])[CH2:2][CH:3]2[CH2:6][CH2:5][CH2:4]2)/[C:16](=[N:21]/[C:22](=[O:32])[C:23]2[CH:28]=[C:27]([Cl:29])[CH:26]=[CH:25][C:24]=2[O:30][CH3:31])/[S:15]1)([CH3:13])([CH3:12])[CH3:11]. (2) Given the reactants O[N:2]=[C:3]([CH3:17])[CH2:4][C:5]1[CH:6]=[CH:7][C:8]([O:15][CH3:16])=[C:9]([S:11]([NH2:14])(=[O:13])=[O:12])[CH:10]=1, predict the reaction product. The product is: [NH2:2][CH:3]([CH3:17])[CH2:4][C:5]1[CH:6]=[CH:7][C:8]([O:15][CH3:16])=[C:9]([S:11]([NH2:14])(=[O:13])=[O:12])[CH:10]=1.